From a dataset of Reaction yield outcomes from USPTO patents with 853,638 reactions. Predict the reaction yield, written as a fraction of the theoretical maximum amount of product (1.0 means a 100% yield; for example, 0.34 means a 34% yield). (1) The reactants are C([CH2:3][C:4]1[C:5]([C:26]2[CH:31]=[CH:30][C:29]([CH3:32])=[CH:28][CH:27]=2)=[C:6]([CH2:17][NH:18]C(=O)OC(C)(C)C)[C:7]([CH2:12][C:13]([CH3:16])([CH3:15])[CH3:14])=[N:8][C:9]=1[CH2:10][CH3:11])#N.[C:33](=O)([O-:35])[OH:34].[Na+].O1CCCC1.[C:51](O[C:51]([O:53][C:54]([CH3:57])([CH3:56])[CH3:55])=[O:52])([O:53][C:54]([CH3:57])([CH3:56])[CH3:55])=[O:52]. The catalyst is Cl. The product is [C:54]([O:53][C:51]([NH:18][CH2:17][C:6]1[C:5]([C:26]2[CH:27]=[CH:28][C:29]([CH3:32])=[CH:30][CH:31]=2)=[C:4]([CH2:3][C:33]([OH:35])=[O:34])[C:9]([CH2:10][CH3:11])=[N:8][C:7]=1[CH2:12][C:13]([CH3:16])([CH3:15])[CH3:14])=[O:52])([CH3:55])([CH3:56])[CH3:57]. The yield is 0.940. (2) The reactants are C([O:3][C:4]([C:6]1([CH3:27])[CH2:11][CH2:10][N:9]([C:12]2[N:13]=[N:14][C:15]([CH2:20][C:21]3[CH:26]=[CH:25][CH:24]=[CH:23][CH:22]=3)=[C:16]([CH3:19])[C:17]=2[CH3:18])[CH2:8][CH2:7]1)=[O:5])C.[OH-].[Na+]. The catalyst is CCO.O. The product is [CH2:20]([C:15]1[N:14]=[N:13][C:12]([N:9]2[CH2:10][CH2:11][C:6]([CH3:27])([C:4]([OH:5])=[O:3])[CH2:7][CH2:8]2)=[C:17]([CH3:18])[C:16]=1[CH3:19])[C:21]1[CH:26]=[CH:25][CH:24]=[CH:23][CH:22]=1. The yield is 0.890. (3) The product is [CH:1]1[CH:2]=[CH:3][N:4]=[C:5]([C@@H:7]([O:15][CH:16]2[CH2:17][CH2:18][N:19]([CH2:22][CH2:23][CH2:24][C:25]([OH:27])=[O:26])[CH2:20][CH2:21]2)[C:8]2[CH:9]=[CH:10][C:11]([Cl:14])=[CH:12][CH:13]=2)[CH:6]=1.[Ca:31]. The yield is 0.890. The catalyst is O.CC(C)=O. The reactants are [CH:1]1[CH:2]=[CH:3][N:4]=[C:5]([C@@H:7]([O:15][CH:16]2[CH2:21][CH2:20][N:19]([CH2:22][CH2:23][CH2:24][C:25]([OH:27])=[O:26])[CH2:18][CH2:17]2)[C:8]2[CH:9]=[CH:10][C:11]([Cl:14])=[CH:12][CH:13]=2)[CH:6]=1.[OH-].[Na+].[Cl-].[Ca+2:31].[Cl-]. (4) The reactants are [Cl:1][C:2]1[C:10]2[N:9]=[C:8]3[N:11]([C:16]4[C:17]([CH3:24])=[CH:18][C:19]([C:22]#[N:23])=[N:20][CH:21]=4)[CH2:12][CH2:13][CH2:14][CH2:15][N:7]3[C:6]=2[C:5]([CH:25]([CH2:28][CH3:29])[CH2:26][CH3:27])=[CH:4][CH:3]=1.[OH-].[K+].C([OH:36])(C)(C)C. The catalyst is O. The product is [Cl:1][C:2]1[C:10]2[N:9]=[C:8]3[N:11]([C:16]4[C:17]([CH3:24])=[CH:18][C:19]([C:22]([NH2:23])=[O:36])=[N:20][CH:21]=4)[CH2:12][CH2:13][CH2:14][CH2:15][N:7]3[C:6]=2[C:5]([CH:25]([CH2:28][CH3:29])[CH2:26][CH3:27])=[CH:4][CH:3]=1. The yield is 0.880. (5) The reactants are [NH:1]1[C:9]2[C:4](=[CH:5][CH:6]=[CH:7][CH:8]=2)[CH:3]=[C:2]1[CH:10]([CH3:16])[C:11]([O:13][CH2:14][CH3:15])=[O:12].[N+:17]([O-])([O-:19])=[O:18].[Na+]. The catalyst is S(=O)(=O)(O)O. The product is [N+:17]([C:6]1[CH:5]=[C:4]2[C:9](=[CH:8][CH:7]=1)[NH:1][C:2]([CH:10]([CH3:16])[C:11]([O:13][CH2:14][CH3:15])=[O:12])=[CH:3]2)([O-:19])=[O:18]. The yield is 0.310. (6) The reactants are FC(F)(F)C(O)=O.[Cl:8][C:9]1[CH:14]=[C:13]2[NH:15][C:16](=[O:38])[C:17]3([CH:21]([C:22]4[CH:27]=[CH:26][CH:25]=[C:24]([Cl:28])[C:23]=4[F:29])[CH:20]([C:30](O)=[O:31])[NH:19][CH:18]3[CH2:33][C:34]([CH3:37])([CH3:36])[CH3:35])[C:12]2=[C:11]([F:39])[CH:10]=1.C(N(C(C)C)CC)(C)C.C1(P(Cl)(C2C=CC=CC=2)=O)C=CC=CC=1.[NH2:64][C:65]1[CH:72]=[CH:71][C:68]([C:69]#[N:70])=[CH:67][C:66]=1[O:73][CH3:74]. The catalyst is ClCCCl. The product is [C:69]([C:68]1[CH:71]=[CH:72][C:65]([NH:64][C:30]([CH:20]2[NH:19][CH:18]([CH2:33][C:34]([CH3:35])([CH3:36])[CH3:37])[C:17]3([C:12]4[C:13](=[CH:14][C:9]([Cl:8])=[CH:10][C:11]=4[F:39])[NH:15][C:16]3=[O:38])[CH:21]2[C:22]2[CH:27]=[CH:26][CH:25]=[C:24]([Cl:28])[C:23]=2[F:29])=[O:31])=[C:66]([O:73][CH3:74])[CH:67]=1)#[N:70]. The yield is 0.310.